This data is from NCI-60 drug combinations with 297,098 pairs across 59 cell lines. The task is: Regression. Given two drug SMILES strings and cell line genomic features, predict the synergy score measuring deviation from expected non-interaction effect. (1) Drug 1: CC1=C(C(CCC1)(C)C)C=CC(=CC=CC(=CC(=O)O)C)C. Drug 2: CC(C)(C#N)C1=CC(=CC(=C1)CN2C=NC=N2)C(C)(C)C#N. Cell line: HOP-92. Synergy scores: CSS=6.55, Synergy_ZIP=3.47, Synergy_Bliss=5.18, Synergy_Loewe=2.26, Synergy_HSA=2.22. (2) Drug 1: CC(C)CN1C=NC2=C1C3=CC=CC=C3N=C2N. Drug 2: COCCOC1=C(C=C2C(=C1)C(=NC=N2)NC3=CC=CC(=C3)C#C)OCCOC.Cl. Cell line: NCI/ADR-RES. Synergy scores: CSS=10.4, Synergy_ZIP=-3.64, Synergy_Bliss=0.977, Synergy_Loewe=-6.55, Synergy_HSA=3.65. (3) Drug 1: CC1=CC=C(C=C1)C2=CC(=NN2C3=CC=C(C=C3)S(=O)(=O)N)C(F)(F)F. Drug 2: CC1CCCC2(C(O2)CC(NC(=O)CC(C(C(=O)C(C1O)C)(C)C)O)C(=CC3=CSC(=N3)C)C)C. Cell line: ACHN. Synergy scores: CSS=39.0, Synergy_ZIP=2.21, Synergy_Bliss=1.05, Synergy_Loewe=-19.3, Synergy_HSA=2.27. (4) Drug 1: CC1CCC2CC(C(=CC=CC=CC(CC(C(=O)C(C(C(=CC(C(=O)CC(OC(=O)C3CCCCN3C(=O)C(=O)C1(O2)O)C(C)CC4CCC(C(C4)OC)O)C)C)O)OC)C)C)C)OC. Drug 2: CCC1=C2CN3C(=CC4=C(C3=O)COC(=O)C4(CC)O)C2=NC5=C1C=C(C=C5)O. Cell line: PC-3. Synergy scores: CSS=14.6, Synergy_ZIP=-6.55, Synergy_Bliss=-1.96, Synergy_Loewe=-11.0, Synergy_HSA=-0.328. (5) Drug 1: C1CN(P(=O)(OC1)NCCCl)CCCl. Drug 2: CC1CCCC2(C(O2)CC(NC(=O)CC(C(C(=O)C(C1O)C)(C)C)O)C(=CC3=CSC(=N3)C)C)C. Cell line: SK-OV-3. Synergy scores: CSS=41.1, Synergy_ZIP=2.01, Synergy_Bliss=1.98, Synergy_Loewe=-32.1, Synergy_HSA=1.98. (6) Drug 1: CN1CCC(CC1)COC2=C(C=C3C(=C2)N=CN=C3NC4=C(C=C(C=C4)Br)F)OC. Drug 2: CC1CCCC2(C(O2)CC(NC(=O)CC(C(C(=O)C(C1O)C)(C)C)O)C(=CC3=CSC(=N3)C)C)C. Cell line: ACHN. Synergy scores: CSS=21.9, Synergy_ZIP=-5.96, Synergy_Bliss=3.09, Synergy_Loewe=1.43, Synergy_HSA=1.48. (7) Drug 1: C1=CC(=CC=C1CC(C(=O)O)N)N(CCCl)CCCl.Cl. Drug 2: C1=NC(=NC(=O)N1C2C(C(C(O2)CO)O)O)N. Cell line: SNB-19. Synergy scores: CSS=13.5, Synergy_ZIP=-3.20, Synergy_Bliss=-0.120, Synergy_Loewe=-4.38, Synergy_HSA=-3.53. (8) Drug 1: CN(CCCl)CCCl.Cl. Drug 2: CS(=O)(=O)OCCCCOS(=O)(=O)C. Cell line: OVCAR-5. Synergy scores: CSS=20.9, Synergy_ZIP=-8.69, Synergy_Bliss=-3.84, Synergy_Loewe=0.0367, Synergy_HSA=0.141. (9) Drug 1: C1C(C(OC1N2C=C(C(=O)NC2=O)F)CO)O. Drug 2: CCN(CC)CCNC(=O)C1=C(NC(=C1C)C=C2C3=C(C=CC(=C3)F)NC2=O)C. Cell line: HT29. Synergy scores: CSS=26.2, Synergy_ZIP=2.21, Synergy_Bliss=2.78, Synergy_Loewe=-24.9, Synergy_HSA=-0.314. (10) Drug 1: B(C(CC(C)C)NC(=O)C(CC1=CC=CC=C1)NC(=O)C2=NC=CN=C2)(O)O. Drug 2: CC1C(C(CC(O1)OC2CC(CC3=C2C(=C4C(=C3O)C(=O)C5=CC=CC=C5C4=O)O)(C(=O)C)O)N)O. Cell line: SN12C. Synergy scores: CSS=56.8, Synergy_ZIP=-4.51, Synergy_Bliss=-6.69, Synergy_Loewe=-2.66, Synergy_HSA=-1.23.